Dataset: Peptide-MHC class I binding affinity with 185,985 pairs from IEDB/IMGT. Task: Regression. Given a peptide amino acid sequence and an MHC pseudo amino acid sequence, predict their binding affinity value. This is MHC class I binding data. (1) The peptide sequence is QVKELGIAI. The MHC is HLA-A02:02 with pseudo-sequence HLA-A02:02. The binding affinity (normalized) is 0.158. (2) The peptide sequence is ALKISQLQK. The MHC is HLA-A31:01 with pseudo-sequence HLA-A31:01. The binding affinity (normalized) is 0.254. (3) The peptide sequence is KAGQNIRLSH. The MHC is HLA-A31:01 with pseudo-sequence HLA-A31:01. The binding affinity (normalized) is 0.208.